This data is from Reaction yield outcomes from USPTO patents with 853,638 reactions. The task is: Predict the reaction yield, written as a fraction of the theoretical maximum amount of product (1.0 means a 100% yield; for example, 0.34 means a 34% yield). (1) The reactants are CN1C(=O)CC(=O)N(C)C1=O.C([O:15][C:16]1[CH:21]=[CH:20][C:19]([CH2:22][S:23]([CH2:25][CH2:26][N:27]2[CH:31]=[CH:30][N:29]=[N:28]2)=[O:24])=[CH:18][CH:17]=1)C=C. The catalyst is ClCCl.[Pd].C1(P(C2C=CC=CC=2)C2C=CC=CC=2)C=CC=CC=1.C1(P(C2C=CC=CC=2)C2C=CC=CC=2)C=CC=CC=1.C1(P(C2C=CC=CC=2)C2C=CC=CC=2)C=CC=CC=1.C1(P(C2C=CC=CC=2)C2C=CC=CC=2)C=CC=CC=1. The product is [N:27]1([CH2:26][CH2:25][S:23]([CH2:22][C:19]2[CH:18]=[CH:17][C:16]([OH:15])=[CH:21][CH:20]=2)=[O:24])[CH:31]=[CH:30][N:29]=[N:28]1. The yield is 0.830. (2) The reactants are [CH3:1][O:2][C:3]1[CH:4]=[C:5]2[C:10](=[CH:11][C:12]=1[O:13][CH3:14])[N:9]=[CH:8][CH:7]=[C:6]2[O:15][C:16]1[CH:22]=[CH:21][C:19]([NH2:20])=[CH:18][CH:17]=1.C1(C)C=CC=CC=1.C(N(CC)CC)C.Cl[C:38](Cl)([O:40]C(=O)OC(Cl)(Cl)Cl)Cl.[CH3:49][N:50]([CH3:60])[C:51]1[CH:52]=[C:53]([CH:57]=[CH:58][CH:59]=1)[CH:54]([OH:56])[CH3:55]. The catalyst is C(Cl)Cl. The product is [CH3:1][O:2][C:3]1[CH:4]=[C:5]2[C:10](=[CH:11][C:12]=1[O:13][CH3:14])[N:9]=[CH:8][CH:7]=[C:6]2[O:15][C:16]1[CH:22]=[CH:21][C:19]([NH:20][C:38](=[O:40])[O:56][CH:54]([C:53]2[CH:57]=[CH:58][CH:59]=[C:51]([N:50]([CH3:49])[CH3:60])[CH:52]=2)[CH3:55])=[CH:18][CH:17]=1. The yield is 0.440. (3) The reactants are [CH2:1]([C:3]([C:19]1[CH:20]=[C:21](/[CH:25]=[CH:26]/[C:27]([O:29]CC)=[O:28])[CH:22]=[CH:23][CH:24]=1)=[C:4]([C:12]1[CH:17]=[CH:16][C:15]([OH:18])=[CH:14][CH:13]=1)[C:5]1[CH:10]=[CH:9][C:8]([OH:11])=[CH:7][CH:6]=1)[CH3:2].[OH-].[Na+].Cl. The catalyst is C1COCC1.CCO. The product is [CH2:1]([C:3]([C:19]1[CH:20]=[C:21](/[CH:25]=[CH:26]/[C:27]([OH:29])=[O:28])[CH:22]=[CH:23][CH:24]=1)=[C:4]([C:5]1[CH:10]=[CH:9][C:8]([OH:11])=[CH:7][CH:6]=1)[C:12]1[CH:13]=[CH:14][C:15]([OH:18])=[CH:16][CH:17]=1)[CH3:2]. The yield is 0.860. (4) The reactants are [C:1]1([CH:7]=[CH:8][C:9]2[CH:13]=[C:12]([CH2:14][CH2:15][CH:16]=O)[O:11][N:10]=2)[CH:6]=[CH:5][CH:4]=[CH:3][CH:2]=1.[F:18][C:19]([F:34])([F:33])[C:20]1[CH:32]=[CH:31][CH:30]=[CH:29][C:21]=1[CH2:22][N:23]1[CH2:28][CH2:27][NH:26][CH2:25][CH2:24]1.[BH-](OC(C)=O)(OC(C)=O)OC(C)=O.[Na+]. The catalyst is C(Cl)Cl. The product is [C:1]1([CH:7]=[CH:8][C:9]2[CH:13]=[C:12]([CH2:14][CH2:15][CH2:16][N:26]3[CH2:25][CH2:24][N:23]([CH2:22][C:21]4[CH:29]=[CH:30][CH:31]=[CH:32][C:20]=4[C:19]([F:33])([F:34])[F:18])[CH2:28][CH2:27]3)[O:11][N:10]=2)[CH:6]=[CH:5][CH:4]=[CH:3][CH:2]=1. The yield is 0.698. (5) The reactants are Br.Br[CH2:3][C:4]1[CH:5]=[CH:6][C:7]([C:10]2[CH:15]=[CH:14][CH:13]=[CH:12][C:11]=2[CH3:16])=[N:8][CH:9]=1.[C:17]1([C:23](=[N:30][CH2:31][C:32]([O:34][C:35]([CH3:38])([CH3:37])[CH3:36])=[O:33])[C:24]2[CH:29]=[CH:28][CH:27]=[CH:26][CH:25]=2)[CH:22]=[CH:21][CH:20]=[CH:19][CH:18]=1.C=CCO[C@H](C1C2C(=CC=CC=2)N=CC=1)[C@H]1[N+]2(CC3C4C(=CC=CC=4)C=C4C=3C=CC=C4)C[C@H](C=C)[C@@H](CC2)C1.[Br-].C(N=P1(N(CC)CC)N(C)CCCN1C)(C)(C)C. The catalyst is ClCCl. The product is [C:17]1([C:23](=[N:30][C@@H:31]([CH2:3][C:4]2[CH:9]=[N:8][C:7]([C:10]3[CH:15]=[CH:14][CH:13]=[CH:12][C:11]=3[CH3:16])=[CH:6][CH:5]=2)[C:32]([O:34][C:35]([CH3:38])([CH3:37])[CH3:36])=[O:33])[C:24]2[CH:25]=[CH:26][CH:27]=[CH:28][CH:29]=2)[CH:18]=[CH:19][CH:20]=[CH:21][CH:22]=1. The yield is 1.00. (6) The reactants are Cl.[F:2][C:3]1[CH:8]=[C:7]([S:9]([CH3:12])(=[O:11])=[O:10])[CH:6]=[CH:5][C:4]=1[NH:13][C@H:14]1[CH2:19][CH2:18][CH2:17][N:16]([CH:20]2[CH2:25][CH2:24][NH:23][CH2:22][CH2:21]2)[C:15]1=[O:26].[OH-].[K+].Cl[C:30]1[C:35]([CH3:36])=[CH:34][C:33]([CH2:37][CH3:38])=[CH:32][N:31]=1.C1(P(C2CCCCC2)C2C=CC=CC=2C2C(N(C)C)=CC=CC=2)CCCCC1.CC([O-])(C)C.[Na+]. The catalyst is CO.O.CC([O-])=O.CC([O-])=O.[Pd+2].C1(C)C=CC=CC=1. The product is [CH2:37]([C:33]1[CH:34]=[C:35]([CH3:36])[C:30]([N:23]2[CH2:22][CH2:21][CH:20]([N:16]3[CH2:17][CH2:18][CH2:19][CH:14]([NH:13][C:4]4[CH:5]=[CH:6][C:7]([S:9]([CH3:12])(=[O:11])=[O:10])=[CH:8][C:3]=4[F:2])[C:15]3=[O:26])[CH2:25][CH2:24]2)=[N:31][CH:32]=1)[CH3:38]. The yield is 0.665.